From a dataset of Reaction yield outcomes from USPTO patents with 853,638 reactions. Predict the reaction yield, written as a fraction of the theoretical maximum amount of product (1.0 means a 100% yield; for example, 0.34 means a 34% yield). (1) The reactants are Cl.[C:2]1([CH:8]([C:14]2[CH:19]=[CH:18][CH:17]=[CH:16][CH:15]=2)[N:9]2[CH2:12][CH:11]([OH:13])[CH2:10]2)[CH:7]=[CH:6][CH:5]=[CH:4][CH:3]=1.CN1CCOCC1.C[N+]1([O-])CCOCC1.C(OCC)(=O)C. The catalyst is ClCCl.[Ru]([O-])(=O)(=O)=O.C([N+](CCC)(CCC)CCC)CC. The product is [C:14]1([CH:8]([C:2]2[CH:3]=[CH:4][CH:5]=[CH:6][CH:7]=2)[N:9]2[CH2:12][C:11](=[O:13])[CH2:10]2)[CH:15]=[CH:16][CH:17]=[CH:18][CH:19]=1. The yield is 0.370. (2) The reactants are [CH2:1]([C:8]1[CH:9]=[C:10]([C:22]2[CH:27]=[CH:26][C:25]([CH2:28][CH2:29][C:30]#[N:31])=[CH:24][C:23]=2[CH2:32][CH:33]([CH3:35])[CH3:34])[CH:11]=[CH:12][C:13]=1OS(C(F)(F)F)(=O)=O)[C:2]1[CH:7]=[CH:6][CH:5]=[CH:4][CH:3]=1.[CH2:36]([C:40]1[CH:41]=[C:42](B2OC(C)(C)C(C)(C)O2)[CH:43]=[CH:44][C:45]=1[O:46][CH3:47])[CH:37]([CH3:39])[CH3:38].C([O-])([O-])=O.[Na+].[Na+]. The catalyst is COCCOC.CCO.C1C=CC([P]([Pd]([P](C2C=CC=CC=2)(C2C=CC=CC=2)C2C=CC=CC=2)([P](C2C=CC=CC=2)(C2C=CC=CC=2)C2C=CC=CC=2)[P](C2C=CC=CC=2)(C2C=CC=CC=2)C2C=CC=CC=2)(C2C=CC=CC=2)C2C=CC=CC=2)=CC=1. The product is [CH2:1]([C:8]1[CH:9]=[C:10]([C:22]2[CH:27]=[CH:26][C:25]([CH2:28][CH2:29][C:30]#[N:31])=[CH:24][C:23]=2[CH2:32][CH:33]([CH3:35])[CH3:34])[CH:11]=[CH:12][C:13]=1[C:42]1[CH:43]=[CH:44][C:45]([O:46][CH3:47])=[C:40]([CH2:36][CH:37]([CH3:38])[CH3:39])[CH:41]=1)[C:2]1[CH:3]=[CH:4][CH:5]=[CH:6][CH:7]=1. The yield is 0.883. (3) The reactants are Cl[S:2]([N:5]=C=O)(=[O:4])=[O:3].CC(O)(C)C.[CH:13]1[C:26]2[CH:25]=[CH:24][C:23]3[C:18](=[CH:19][CH:20]=[CH:21][CH:22]=3)[C:17]=2[CH:16]=[CH:15][C:14]=1[C:27]1[N:31]([C:32]2[CH:37]=[CH:36][C:35]([NH2:38])=[CH:34][CH:33]=2)[N:30]=[C:29]([C:39]([F:42])([F:41])[F:40])[CH:28]=1.C(N(CC)CC)C. The product is [CH:13]1[C:26]2[CH:25]=[CH:24][C:23]3[C:18](=[CH:19][CH:20]=[CH:21][CH:22]=3)[C:17]=2[CH:16]=[CH:15][C:14]=1[C:27]1[N:31]([C:32]2[CH:33]=[CH:34][C:35]([NH:38][S:2]([NH2:5])(=[O:4])=[O:3])=[CH:36][CH:37]=2)[N:30]=[C:29]([C:39]([F:42])([F:40])[F:41])[CH:28]=1. The yield is 0.780. The catalyst is C(Cl)Cl. (4) The yield is 0.170. The reactants are [CH:1]([N:4]1[C:8]([C:9]2[N:18]=[C:17]3[N:11]([CH2:12][CH2:13][O:14][C:15]4[CH:22]=[C:21](O)[N:20]=[CH:19][C:16]=43)[CH:10]=2)=[N:7][C:6]([CH3:24])=[N:5]1)([CH3:3])[CH3:2].Cl.[F:26][C:27]1([F:35])[CH2:31][NH:30][C@H:29]([C:32]([NH2:34])=[O:33])[CH2:28]1.CO. The catalyst is C(Cl)Cl. The product is [F:26][C:27]1([F:35])[CH2:31][N:30]([C:21]2[N:20]=[CH:19][C:16]3[C:17]4[N:11]([CH:10]=[C:9]([C:8]5[N:4]([CH:1]([CH3:2])[CH3:3])[N:5]=[C:6]([CH3:24])[N:7]=5)[N:18]=4)[CH2:12][CH2:13][O:14][C:15]=3[CH:22]=2)[C@H:29]([C:32]([NH2:34])=[O:33])[CH2:28]1. (5) The reactants are [C:1]([CH:3]1[CH2:6][N:5]([CH2:7][C@H:8]([NH:10][C:11]([C:13]2[C:21]3[C:16](=[N:17][CH:18]=[C:19]([C:22]4[C:30]5[C:25](=[CH:26][C:27]([Cl:31])=[CH:28][CH:29]=5)[N:24]([CH3:32])[N:23]=4)[N:20]=3)[N:15](COCC[Si](C)(C)C)[CH:14]=2)=[O:12])[CH3:9])[CH2:4]1)#[N:2].FC(F)(F)C(O)=O.C(N)CN.O. The catalyst is ClCCl.C(OCC)(=O)C. The product is [C:1]([CH:3]1[CH2:6][N:5]([CH2:7][C@H:8]([NH:10][C:11]([C:13]2[C:21]3[C:16](=[N:17][CH:18]=[C:19]([C:22]4[C:30]5[C:25](=[CH:26][C:27]([Cl:31])=[CH:28][CH:29]=5)[N:24]([CH3:32])[N:23]=4)[N:20]=3)[NH:15][CH:14]=2)=[O:12])[CH3:9])[CH2:4]1)#[N:2]. The yield is 0.640. (6) The reactants are COC1C=C(OC)C=C[C:4]=1[CH2:5][N:6]1[C:11](=[O:12])[C:10]2[CH:13]=[C:14]([CH2:16][CH3:17])[S:15][C:9]=2[NH:8][C:7]1=[O:18].O[CH2:26][C:27]1[CH:32]=[CH:31][C:30]([C:33]2[C:34]([C:40]#[N:41])=[C:35]([F:39])[CH:36]=[CH:37][CH:38]=2)=[CH:29][CH:28]=1.N(C(N1CCCCC1)=O)=NC(N1CCCCC1)=[O:45].[CH2:69](P([CH2:69][CH2:70][CH2:71][CH3:72])[CH2:69][CH2:70][CH2:71][CH3:72])[CH2:70][CH2:71][CH3:72].[C:73]([O:76][CH2:77][CH3:78])(=O)C. The catalyst is O1CCCC1. The product is [CH2:16]([C:14]1[S:15][C:9]2[N:8]([CH2:26][C:27]3[CH:32]=[CH:31][C:30]([C:33]4[C:34]([C:40]#[N:41])=[C:35]([F:39])[CH:36]=[CH:37][CH:38]=4)=[CH:29][CH:28]=3)[C:7](=[O:18])[N:6]([CH2:5][C:4]([C:70]3[CH:69]=[CH:78][C:77]([O:76][CH3:73])=[CH:72][CH:71]=3)=[O:45])[C:11](=[O:12])[C:10]=2[CH:13]=1)[CH3:17]. The yield is 0.470. (7) The reactants are [C:1]([C:3]1[CH:4]=[C:5]([CH:9]2[O:13][CH2:12][CH2:11][O:10]2)[CH:6]=[CH:7][CH:8]=1)#[CH:2].[F:14][CH:15]([F:24])[O:16][C:17]1[CH:22]=[CH:21][C:20](I)=[CH:19][CH:18]=1. No catalyst specified. The product is [F:14][CH:15]([F:24])[O:16][C:17]1[CH:22]=[CH:21][C:20]([C:2]#[C:1][C:3]2[CH:4]=[C:5]([CH:9]3[O:10][CH2:11][CH2:12][O:13]3)[CH:6]=[CH:7][CH:8]=2)=[CH:19][CH:18]=1. The yield is 0.850. (8) The reactants are [Na+].[CH:2]([N:5]1[C:9]([C:10]2[CH:15]=[CH:14][N:13]=[C:12]([NH:16][C:17]3[CH:25]=[CH:24][C:20]([C:21]([O-:23])=O)=[CH:19][CH:18]=3)[N:11]=2)=[CH:8][N:7]=[C:6]1[CH3:26])([CH3:4])[CH3:3].CN(C(ON1N=NC2C=CC=CC1=2)=[N+](C)C)C.F[P-](F)(F)(F)(F)F.[NH:51]1[CH2:57][CH2:56][CH2:55][C@H:52]1[CH2:53][OH:54]. The catalyst is CN(C=O)C.CCOC(C)=O. The product is [CH:2]([N:5]1[C:9]([C:10]2[CH:15]=[CH:14][N:13]=[C:12]([NH:16][C:17]3[CH:18]=[CH:19][C:20]([C:21]([N:51]4[CH2:57][CH2:56][CH2:55][C@H:52]4[CH2:53][OH:54])=[O:23])=[CH:24][CH:25]=3)[N:11]=2)=[CH:8][N:7]=[C:6]1[CH3:26])([CH3:3])[CH3:4]. The yield is 0.630. (9) The reactants are [C:1]([NH:4][C:5]1[S:6][CH:7]=[C:8]([C:10]2[CH:15]=[CH:14][C:13]([CH2:16][CH2:17][NH:18]C(=O)OC(C)(C)C)=[CH:12][CH:11]=2)[N:9]=1)(=[O:3])[CH3:2].[ClH:26]. The catalyst is C(OCC)(=O)C. The product is [ClH:26].[NH2:18][CH2:17][CH2:16][C:13]1[CH:12]=[CH:11][C:10]([C:8]2[N:9]=[C:5]([NH:4][C:1](=[O:3])[CH3:2])[S:6][CH:7]=2)=[CH:15][CH:14]=1. The yield is 1.06. (10) The reactants are Cl.CO[CH:4](OC)[CH2:5][NH:6][CH2:7][C:8]([O:10][CH2:11][CH3:12])=[O:9].[S-:15][C:16]#[N:17].[K+].Cl. The catalyst is CCO. The product is [SH:15][C:16]1[N:6]([CH2:7][C:8]([O:10][CH2:11][CH3:12])=[O:9])[CH:5]=[CH:4][N:17]=1. The yield is 0.430.